From a dataset of Forward reaction prediction with 1.9M reactions from USPTO patents (1976-2016). Predict the product of the given reaction. (1) Given the reactants [CH3:1][C:2]1[NH:6][C:5]2[CH:7]=[C:8]([O:12][CH2:13][CH2:14][CH2:15][C:16]([O:18][CH2:19][CH3:20])=[O:17])[CH:9]=[C:10]([CH3:11])[C:4]=2[N:3]=1.[CH3:21][O:22][C:23]1[CH:24]=[C:25]([C:31]2[CH:36]=[CH:35][CH:34]=[CH:33][CH:32]=2)[CH:26]=[CH:27][C:28]=1[CH2:29]Cl.C(=O)([O-])[O-].[Na+].[Na+].CN(C)C=O, predict the reaction product. The product is: [CH3:21][O:22][C:23]1[CH:24]=[C:25]([C:31]2[CH:36]=[CH:35][CH:34]=[CH:33][CH:32]=2)[CH:26]=[CH:27][C:28]=1[CH2:29][N:6]1[C:5]2[CH:7]=[C:8]([O:12][CH2:13][CH2:14][CH2:15][C:16]([O:18][CH2:19][CH3:20])=[O:17])[CH:9]=[C:10]([CH3:11])[C:4]=2[N:3]=[C:2]1[CH3:1]. (2) Given the reactants [F:1][C:2]([F:12])([F:11])[C:3]1[N:8]=[CH:7][C:6]([CH2:9][NH2:10])=[CH:5][CH:4]=1.[N+:13]([C:16]1[CH:25]=[CH:24][CH:23]=[C:22]2[C:17]=1[CH:18]=[CH:19][O:20][C:21]2=O)([O-:15])=[O:14], predict the reaction product. The product is: [F:12][C:2]([F:11])([F:1])[C:3]1[N:8]=[CH:7][C:6]([CH2:9][N:10]2[CH:19]=[CH:18][C:17]3[C:22](=[CH:23][CH:24]=[CH:25][C:16]=3[N+:13]([O-:15])=[O:14])[C:21]2=[O:20])=[CH:5][CH:4]=1. (3) Given the reactants C([C:3]1[C:4]([Br:11])=[C:5]([OH:10])[CH:6]=[CH:7][C:8]=1[Cl:9])C.C(=O)([O-])[O-].[K+].[K+].Cl[CH:19]1[CH2:23][CH2:22][CH2:21][C:20]1=[O:24], predict the reaction product. The product is: [Br:11][C:4]1[CH:3]=[C:8]([Cl:9])[CH:7]=[CH:6][C:5]=1[O:10][CH:19]1[CH2:23][CH2:22][CH2:21][C:20]1=[O:24]. (4) Given the reactants [OH:1][C:2]1[C:7]2[C@@:8]3([OH:45])[C@@:21]([O:25][CH3:26])([C@H:22]([OH:24])[CH2:23][C:6]=2[CH:5]=[C:4]([CH3:46])[C:3]=1[C:47]([O:49][CH3:50])=[O:48])[C:20](=[O:27])[C:19]1[C:10](=[CH:11][C:12]2[C:13](=[O:43])[C:14]([NH:30][C@@H:31]4[C@H:36]([O:37][CH3:38])[C@H:35]([OH:39])[C@@H:34]([O:40][CH3:41])[C@H:33]([CH3:42])[O:32]4)=[CH:15][C:16](=[O:29])[C:17]=2[C:18]=1[OH:28])[C:9]3=[O:44].[C:51]1([Mg]Br)[CH:56]=[CH:55][CH:54]=[CH:53][CH:52]=1, predict the reaction product. The product is: [OH:1][C:2]1[C:7]2[C@@:8]3([OH:45])[C@@:21]([O:25][CH3:26])([C@H:22]([OH:24])[CH2:23][C:6]=2[CH:5]=[C:4]([CH3:46])[C:3]=1[C:47]([O:49][CH3:50])=[O:48])[C:20](=[O:27])[C:19]1[C:10](=[CH:11][C:12]2[C:13]([OH:43])([C:51]4[CH:56]=[CH:55][CH:54]=[CH:53][CH:52]=4)[C:14]([NH:30][C@@H:31]4[C@H:36]([O:37][CH3:38])[C@H:35]([OH:39])[C@@H:34]([O:40][CH3:41])[C@H:33]([CH3:42])[O:32]4)=[CH:15][C:16](=[O:29])[C:17]=2[C:18]=1[OH:28])[C:9]3=[O:44]. (5) Given the reactants [O:1]=[C:2]1[CH:11]=[C:10]([C:12]([OH:14])=O)[C:9]2[C:4](=[CH:5][CH:6]=[CH:7][N:8]=2)[NH:3]1.C(N(CC)CC)C.ClC(OCC(C)C)=O.[CH3:30][O:31][CH2:32][CH:33]([C:35]1[CH:40]=[CH:39][C:38]([O:41][C:42]([F:45])([F:44])[F:43])=[CH:37][CH:36]=1)[NH2:34], predict the reaction product. The product is: [CH3:30][O:31][CH2:32][CH:33]([NH:34][C:12]([C:10]1[C:9]2[C:4](=[CH:5][CH:6]=[CH:7][N:8]=2)[NH:3][C:2](=[O:1])[CH:11]=1)=[O:14])[C:35]1[CH:36]=[CH:37][C:38]([O:41][C:42]([F:43])([F:45])[F:44])=[CH:39][CH:40]=1. (6) Given the reactants [CH2:1]([N:8]1[C:16]2[C:15](=[O:17])[NH:14][C:13](=[O:18])[NH:12][C:11]=2[N:10]=[CH:9]1)[C:2]1[CH:7]=[CH:6][CH:5]=[CH:4][CH:3]=1.C(=O)([O-])[O-].[K+].[K+].[CH2:25](I)[CH2:26][CH2:27][CH3:28].C(O)(=O)C, predict the reaction product. The product is: [CH2:25]([N:12]1[C:11]2[N:10]=[CH:9][N:8]([CH2:1][C:2]3[CH:7]=[CH:6][CH:5]=[CH:4][CH:3]=3)[C:16]=2[C:15](=[O:17])[NH:14][C:13]1=[O:18])[CH2:26][CH2:27][CH3:28]. (7) Given the reactants C[O:2][C:3]1[C:8]([C:9]2[CH:14]=[CH:13][C:12]([O:15]C)=[CH:11][CH:10]=2)=[CH:7][C:6]([C:17]([C:20]2[CH:25]=[C:24]([C:26]3[CH:31]=[CH:30][C:29]([O:32]C)=[CH:28][CH:27]=3)[C:23]([O:34]C)=[C:22]([C:36]3[CH:41]=[CH:40][C:39]([O:42]C)=[CH:38][CH:37]=3)[CH:21]=2)([CH3:19])[CH3:18])=[CH:5][C:4]=1[C:44]1[CH:49]=[CH:48][C:47]([O:50]C)=[CH:46][CH:45]=1.B(Br)(Br)Br.[OH-].[Na+], predict the reaction product. The product is: [OH:2][C:3]1[C:4]([C:44]2[CH:49]=[CH:48][C:47]([OH:50])=[CH:46][CH:45]=2)=[CH:5][C:6]([C:17]([C:20]2[CH:21]=[C:22]([C:36]3[CH:37]=[CH:38][C:39]([OH:42])=[CH:40][CH:41]=3)[C:23]([OH:34])=[C:24]([C:26]3[CH:31]=[CH:30][C:29]([OH:32])=[CH:28][CH:27]=3)[CH:25]=2)([CH3:19])[CH3:18])=[CH:7][C:8]=1[C:9]1[CH:10]=[CH:11][C:12]([OH:15])=[CH:13][CH:14]=1. (8) Given the reactants [N+:1]([C:4]1[CH:20]=[CH:19][C:7]([CH2:8][C:9]2[CH:14]=[CH:13][CH:12]=[CH:11][C:10]=2[NH:15][C:16](=[O:18])[CH3:17])=[CH:6][CH:5]=1)([O-])=O, predict the reaction product. The product is: [NH2:1][C:4]1[CH:20]=[CH:19][C:7]([CH2:8][C:9]2[CH:14]=[CH:13][CH:12]=[CH:11][C:10]=2[NH:15][C:16](=[O:18])[CH3:17])=[CH:6][CH:5]=1.